Predict the product of the given reaction. From a dataset of Forward reaction prediction with 1.9M reactions from USPTO patents (1976-2016). (1) Given the reactants [CH2:1]([O:8][CH2:9][CH2:10][CH2:11][C:12]([OH:14])=O)[C:2]1[CH:7]=[CH:6][CH:5]=[CH:4][CH:3]=1.[CH2:15]([NH2:18])[C:16]#[CH:17].C(N(C(C)C)CC)(C)C.OC1C2N=NNC=2C=CC=1.C(Cl)CCl, predict the reaction product. The product is: [CH2:1]([O:8][CH2:9][CH2:10][CH2:11][C:12]([NH:18][CH2:15][C:16]#[CH:17])=[O:14])[C:2]1[CH:3]=[CH:4][CH:5]=[CH:6][CH:7]=1. (2) The product is: [C:21]([O:20][C:11]1[CH:12]=[C:13]([C:14]([O:16][CH2:17][CH3:18])=[O:15])[CH:9]=[C:5]2[C:6]=1[CH:7]=[CH:8][N:4]2[CH:1]1[CH2:2][CH2:3]1)(=[O:25])[CH3:22]. Given the reactants [CH:1]1([N:4]2[CH:8]=[CH:7][CH:6]=[C:5]2[CH:9]=O)[CH2:3][CH2:2]1.[C:11]([O:20][CH2:21][CH3:22])(=O)[CH2:12][CH2:13][C:14]([O:16][CH2:17][CH3:18])=[O:15].Cl.C(O[K])(C)=[O:25], predict the reaction product. (3) The product is: [I:8][C:7]1[C:2]([O:22][C:19]2[CH:18]=[CH:17][C:16]([NH:15][C:10]3[CH:11]=[CH:12][CH:13]=[CH:14][N:9]=3)=[CH:21][CH:20]=2)=[N:3][CH:4]=[CH:5][CH:6]=1. Given the reactants Cl[C:2]1[C:7]([I:8])=[CH:6][CH:5]=[CH:4][N:3]=1.[N:9]1[CH:14]=[CH:13][CH:12]=[CH:11][C:10]=1[NH:15][C:16]1[CH:21]=[CH:20][C:19]([OH:22])=[CH:18][CH:17]=1.C(=O)([O-])[O-].[Cs+].[Cs+].O, predict the reaction product. (4) Given the reactants [OH:1][C@@H:2]1[CH2:7][CH2:6][C@H:5]([C:8]([OH:10])=O)[CH2:4][CH2:3]1.ON1C2N=CC=CC=2N=N1.[NH:21]1[CH2:26][CH2:25][O:24][CH2:23][CH2:22]1, predict the reaction product. The product is: [N:21]1([C:8]([C@@H:5]2[CH2:4][CH2:3][C@H:2]([OH:1])[CH2:7][CH2:6]2)=[O:10])[CH2:26][CH2:25][O:24][CH2:23][CH2:22]1. (5) Given the reactants Cl[C:2]1[N:11]=[C:10]([NH:12][CH2:13][CH:14]([C:21]2[CH:26]=[CH:25][CH:24]=[CH:23][CH:22]=2)[C:15]2[CH:20]=[CH:19][CH:18]=[CH:17][CH:16]=2)[C:9]2[C:4](=[CH:5][CH:6]=[CH:7][CH:8]=2)[N:3]=1.CC1(C)C(C)(C)OB([C:35]2[CH:50]=[CH:49][C:38]3[N:39]([C:42]([O:44][C:45]([CH3:48])([CH3:47])[CH3:46])=[O:43])[CH:40]=[N:41][C:37]=3[CH:36]=2)O1.C(NC1C2C(=CC=CC=2)N=C(C2SC3C=CC=CC=3C=2)N=1)(C1C=CC=CC=1)C1C=CC=CC=1, predict the reaction product. The product is: [C:15]1([CH:14]([C:21]2[CH:26]=[CH:25][CH:24]=[CH:23][CH:22]=2)[CH2:13][NH:12][C:10]2[C:9]3[C:4](=[CH:5][CH:6]=[CH:7][CH:8]=3)[N:3]=[C:2]([C:35]3[CH:50]=[CH:49][C:38]4[N:39]([C:42]([O:44][C:45]([CH3:46])([CH3:47])[CH3:48])=[O:43])[CH:40]=[N:41][C:37]=4[CH:36]=3)[N:11]=2)[CH:20]=[CH:19][CH:18]=[CH:17][CH:16]=1.